Dataset: Forward reaction prediction with 1.9M reactions from USPTO patents (1976-2016). Task: Predict the product of the given reaction. (1) Given the reactants [C:1]([O:5][C:6]([N:8]1[CH2:11][CH:10]([O:12][C:13]2[CH:18]=[C:17]([Cl:19])[CH:16]=[CH:15][C:14]=2[OH:20])[CH2:9]1)=[O:7])([CH3:4])([CH3:3])[CH3:2].C([O-])([O-])=O.[Cs+].[Cs+].[CH3:27][O:28][C:29](=[O:38])[CH:30](Br)[C:31]1[CH:36]=[CH:35][CH:34]=[CH:33][CH:32]=1.O, predict the reaction product. The product is: [C:1]([O:5][C:6]([N:8]1[CH2:9][CH:10]([O:12][C:13]2[CH:18]=[C:17]([Cl:19])[CH:16]=[CH:15][C:14]=2[O:20][CH:30]([C:29]([O:28][CH3:27])=[O:38])[C:31]2[CH:36]=[CH:35][CH:34]=[CH:33][CH:32]=2)[CH2:11]1)=[O:7])([CH3:4])([CH3:2])[CH3:3]. (2) The product is: [C:8]([NH:27][CH2:28][CH2:29][N:3]1[C:4](=[O:6])[CH2:5][S:1][C:2]1=[O:7])([C:15]1[CH:16]=[CH:17][CH:18]=[CH:19][CH:20]=1)([C:21]1[CH:26]=[CH:25][CH:24]=[CH:23][CH:22]=1)[C:9]1[CH:10]=[CH:11][CH:12]=[CH:13][CH:14]=1. Given the reactants [S:1]1[CH2:5][C:4](=[O:6])[NH:3][C:2]1=[O:7].[C:8]([NH:27][CH2:28][CH2:29]O)([C:21]1[CH:26]=[CH:25][CH:24]=[CH:23][CH:22]=1)([C:15]1[CH:20]=[CH:19][CH:18]=[CH:17][CH:16]=1)[C:9]1[CH:14]=[CH:13][CH:12]=[CH:11][CH:10]=1.C1(P(C2C=CC=CC=2)C2C=CC=CC=2)C=CC=CC=1.CC(OC(/N=N/C(OC(C)C)=O)=O)C, predict the reaction product. (3) Given the reactants O1CCCC1.[CH3:6][S:7]([C:10]1[N:15]=[C:14]([CH3:16])[C:13]([C:17]([O:19][CH2:20][CH2:21][C:22]([CH3:26])=[C:23]([F:25])[F:24])=[O:18])=[CH:12][N:11]=1)(=O)=O.[C:27]1(S)[CH:32]=[CH:31]C=[CH:29][CH:28]=1.C(=O)([O-])[O-].[Na+].[Na+], predict the reaction product. The product is: [CH3:16][C:14]1[C:13]([C:17]([O:19][CH2:20][CH2:21][C:22]([CH3:26])=[C:23]([F:25])[F:24])=[O:18])=[CH:12][N:11]=[C:10]([S:7][C:6]2[CH:31]=[CH:32][CH:27]=[CH:28][CH:29]=2)[N:15]=1. (4) Given the reactants C([O:4][CH2:5][CH2:6][CH2:7][C:8]1[CH:9]=[C:10]2[C:14](=[CH:15][CH:16]=1)[NH:13][CH:12]=[C:11]2[C:17](=[O:35])[CH:18]([C:28]1[CH:33]=[CH:32][C:31]([F:34])=[CH:30][CH:29]=1)[NH:19][C:20]1[CH:21]=[N:22][CH:23]=[C:24]([O:26][CH3:27])[CH:25]=1)(=O)C.C(=O)([O-])[O-].[K+].[K+], predict the reaction product. The product is: [F:34][C:31]1[CH:32]=[CH:33][C:28]([CH:18]([NH:19][C:20]2[CH:21]=[N:22][CH:23]=[C:24]([O:26][CH3:27])[CH:25]=2)[C:17]([C:11]2[C:10]3[C:14](=[CH:15][CH:16]=[C:8]([CH2:7][CH2:6][CH2:5][OH:4])[CH:9]=3)[NH:13][CH:12]=2)=[O:35])=[CH:29][CH:30]=1. (5) Given the reactants [C:1]([N:4]1[CH2:8][CH2:7][CH:6]([C:9]2[CH:14]=[CH:13][CH:12]=[CH:11][CH:10]=2)[C:5]1(C(OCC)=O)[C:15]([O:17]CC)=[O:16])(=[O:3])[CH3:2].[OH-].[K+], predict the reaction product. The product is: [C:1]([N:4]1[CH2:8][CH2:7][CH:6]([C:9]2[CH:14]=[CH:13][CH:12]=[CH:11][CH:10]=2)[C@H:5]1[C:15]([OH:17])=[O:16])(=[O:3])[CH3:2]. (6) Given the reactants Br[C:2]1[C:7]2[O:8][C@@H:9]([CH2:12][O:13][S:14]([C:17]3[CH:22]=[CH:21][C:20]([CH3:23])=[CH:19][CH:18]=3)(=[O:16])=[O:15])[CH2:10][O:11][C:6]=2[CH:5]=[CH:4][CH:3]=1.[CH3:24][O:25][C:26]1[CH:31]=[CH:30][CH:29]=[C:28]([O:32][CH3:33])[C:27]=1B(O)O, predict the reaction product. The product is: [CH3:24][O:25][C:26]1[CH:31]=[CH:30][CH:29]=[C:28]([O:32][CH3:33])[C:27]=1[C:2]1[C:7]2[O:8][C@@H:9]([CH2:12][O:13][S:14]([C:17]3[CH:22]=[CH:21][C:20]([CH3:23])=[CH:19][CH:18]=3)(=[O:15])=[O:16])[CH2:10][O:11][C:6]=2[CH:5]=[CH:4][CH:3]=1. (7) Given the reactants [CH3:1][N:2]1[C:10]2[C:5](=[CH:6][C:7]([C:11]([F:14])([F:13])[F:12])=[CH:8][CH:9]=2)[C:4]([C:15](=O)[CH3:16])=[CH:3]1.Cl.[NH2:19][OH:20].C(N(CC)CC)C, predict the reaction product. The product is: [OH:20][N:19]=[C:15]([C:4]1[C:5]2[C:10](=[CH:9][CH:8]=[C:7]([C:11]([F:14])([F:13])[F:12])[CH:6]=2)[N:2]([CH3:1])[CH:3]=1)[CH3:16]. (8) The product is: [Cl:58][C:59]1[CH:64]=[C:63]([O:65][CH3:66])[CH:62]=[CH:61][C:60]=1[C:31]1[N:32]=[C:33]([CH2:56][CH3:57])[C:34]([NH:39][C@H:40]2[C@@H:44]([OH:45])[CH2:43][N:42]([C:46]([O:48][CH2:49][C:50]3[CH:55]=[CH:54][CH:53]=[CH:52][CH:51]=3)=[O:47])[CH2:41]2)=[N:35][C:36]=1[CH2:37][CH3:38]. Given the reactants ClC1C=C(Cl)C=CC=1C1N=C(CC)C(N[C@@H]2C3C(=CC=CC=3)C[C@@H]2O)=NC=1CC.Br[C:31]1[N:32]=[C:33]([CH2:56][CH3:57])[C:34]([NH:39][C@H:40]2[C@@H:44]([OH:45])[CH2:43][N:42]([C:46]([O:48][CH2:49][C:50]3[CH:55]=[CH:54][CH:53]=[CH:52][CH:51]=3)=[O:47])[CH2:41]2)=[N:35][C:36]=1[CH2:37][CH3:38].[Cl:58][C:59]1[CH:64]=[C:63]([O:65][CH3:66])[CH:62]=[CH:61][C:60]=1B(O)O, predict the reaction product.